From a dataset of Acute oral toxicity (LD50) regression data from Zhu et al.. Regression/Classification. Given a drug SMILES string, predict its toxicity properties. Task type varies by dataset: regression for continuous values (e.g., LD50, hERG inhibition percentage) or binary classification for toxic/non-toxic outcomes (e.g., AMES mutagenicity, cardiotoxicity, hepatotoxicity). Dataset: ld50_zhu. (1) The drug is CCCC(=O)c1ccc(N)cc1. The rat oral LD50 is 3.29, given as -log10 of the dose in mol/kg body weight (higher means more acutely toxic). (2) The molecule is C=CC(=O)OCC(C)C. The rat oral LD50 is 1.26, given as -log10 of the dose in mol/kg body weight (higher means more acutely toxic). (3) The compound is Nc1n[nH]c2ccc(C(F)(F)F)cc12. The rat oral LD50 is 3.35, given as -log10 of the dose in mol/kg body weight (higher means more acutely toxic). (4) The drug is CN1C(=O)CN=C(c2ccccc2)c2cc([N+](=O)[O-])ccc21. The rat oral LD50 is 2.48, given as -log10 of the dose in mol/kg body weight (higher means more acutely toxic). (5) The drug is CCCCOP(OCCCC)OCCCC. The rat oral LD50 is 1.92, given as -log10 of the dose in mol/kg body weight (higher means more acutely toxic).